From a dataset of Full USPTO retrosynthesis dataset with 1.9M reactions from patents (1976-2016). Predict the reactants needed to synthesize the given product. (1) Given the product [Cl:20][C:21]1[CH:26]=[CH:25][C:24]([O:27][C:2]2[C:11]3[C:6](=[CH:7][C:8]([O:12][CH3:13])=[CH:9][CH:10]=3)[CH:5]=[C:4]([NH:14][C:15]3[CH:19]=[CH:18][NH:17][N:16]=3)[N:3]=2)=[CH:23][CH:22]=1, predict the reactants needed to synthesize it. The reactants are: Cl[C:2]1[C:11]2[C:6](=[CH:7][C:8]([O:12][CH3:13])=[CH:9][CH:10]=2)[CH:5]=[C:4]([NH:14][C:15]2[CH:19]=[CH:18][NH:17][N:16]=2)[N:3]=1.[Cl:20][C:21]1[CH:26]=[CH:25][C:24]([OH:27])=[CH:23][CH:22]=1. (2) Given the product [F:1][C:2]1[CH:12]=[C:11]([F:13])[CH:10]=[CH:9][C:3]=1/[CH:4]=[CH:5]/[C:6]([O:8][CH3:14])=[O:7], predict the reactants needed to synthesize it. The reactants are: [F:1][C:2]1[CH:12]=[C:11]([F:13])[CH:10]=[CH:9][C:3]=1[CH:4]=[CH:5][C:6]([OH:8])=[O:7].[C:14](=O)([O-])[O-].[K+].[K+].IC. (3) Given the product [CH3:44][O:45][N:46]=[C:1]([C:2]1[CH:7]=[CH:6][CH:5]=[CH:4][CH:3]=1)[C:9]1[CH:43]=[CH:42][C:12]2[N:13]([CH2:17][CH2:18][O:19][C:20]3[CH:21]=[CH:22][C:23]([CH2:26][CH:27]([NH:32][C:33]([O:35][C:36]4[CH:37]=[CH:38][CH:39]=[CH:40][CH:41]=4)=[O:34])[C:28]([O:30][CH3:31])=[O:29])=[CH:24][CH:25]=3)[C:14](=[O:16])[S:15][C:11]=2[CH:10]=1, predict the reactants needed to synthesize it. The reactants are: [C:1]([C:9]1[CH:43]=[CH:42][C:12]2[N:13]([CH2:17][CH2:18][O:19][C:20]3[CH:25]=[CH:24][C:23]([CH2:26][CH:27]([NH:32][C:33]([O:35][C:36]4[CH:41]=[CH:40][CH:39]=[CH:38][CH:37]=4)=[O:34])[C:28]([O:30][CH3:31])=[O:29])=[CH:22][CH:21]=3)[C:14](=[O:16])[S:15][C:11]=2[CH:10]=1)(=O)[C:2]1[CH:7]=[CH:6][CH:5]=[CH:4][CH:3]=1.[CH3:44][O:45][NH2:46]. (4) Given the product [NH:11]1[C:10]2[C:5](=[CH:6][CH:7]=[CH:8][CH:9]=2)[CH:3]=[N:12]1, predict the reactants needed to synthesize it. The reactants are: FC[C:3]([C:5]1[CH:10]=[CH:9][CH:8]=[CH:7][CH:6]=1)=O.[NH2:11][NH2:12].